From a dataset of Catalyst prediction with 721,799 reactions and 888 catalyst types from USPTO. Predict which catalyst facilitates the given reaction. (1) Reactant: BrC(Br)=C[C:4]1[CH:9]=[CH:8][CH:7]=[CH:6][C:5]=1[O:10][Si:11]([C:14]([CH3:17])([CH3:16])[CH3:15])([CH3:13])[CH3:12].[CH2:19]([Li])[CH2:20]CC.CCCCCC.[C:30](=[O:32])=[O:31].O. Product: [Si:11]([O:10][C:5]1[CH:4]=[CH:9][C:8]([CH2:19][CH2:20][C:30]([OH:32])=[O:31])=[CH:7][CH:6]=1)([C:14]([CH3:15])([CH3:16])[CH3:17])([CH3:12])[CH3:13]. The catalyst class is: 7. (2) Reactant: [NH2:1][C:2]1[O:3][CH2:4][C@@:5]2([N:27]=1)[C:18]1[CH:17]=[C:16]([OH:19])[CH:15]=[C:14]([F:20])[C:13]=1[O:12][C:11]1[C:6]2=[CH:7][C:8]([C:21]2[CH:22]=[N:23][CH:24]=[N:25][CH:26]=2)=[CH:9][CH:10]=1.C(=O)([O-])[O-].[Cs+].[Cs+].FC(F)(F)S(O[CH2:40][C:41]([F:44])([CH3:43])[CH3:42])(=O)=O. Product: [F:20][C:14]1[C:13]2[O:12][C:11]3[C:6](=[CH:7][C:8]([C:21]4[CH:22]=[N:23][CH:24]=[N:25][CH:26]=4)=[CH:9][CH:10]=3)[C@@:5]3([CH2:4][O:3][C:2]([NH2:1])=[N:27]3)[C:18]=2[CH:17]=[C:16]([O:19][CH2:40][C:41]([F:44])([CH3:43])[CH3:42])[CH:15]=1. The catalyst class is: 3. (3) Reactant: [C:1]([O:5][C:6]([NH:8][C@H:9]1[CH2:18][CH2:17][C:16]2[C:11](=[CH:12][C:13]([O:19][CH2:20][C:21](O)=[O:22])=[CH:14][CH:15]=2)[CH2:10]1)=[O:7])([CH3:4])([CH3:3])[CH3:2].[CH2:24]([NH:26][CH2:27][CH3:28])[CH3:25].F[P-](F)(F)(F)(F)F.N1(O[P+](N(C)C)(N(C)C)N(C)C)C2C=CC=CC=2N=N1.C(N(CC)CC)C. Product: [C:1]([O:5][C:6]([NH:8][C@H:9]1[CH2:18][CH2:17][C:16]2[C:11](=[CH:12][C:13]([O:19][CH2:20][C:21]([N:26]([CH2:27][CH3:28])[CH2:24][CH3:25])=[O:22])=[CH:14][CH:15]=2)[CH2:10]1)=[O:7])([CH3:4])([CH3:3])[CH3:2]. The catalyst class is: 3. (4) Reactant: [N:1]1([C:7]2[N:12]=[CH:11][C:10]([NH:13][C:14]([C:16]3[N:17]=[C:18]([C:25]4[CH:30]=[CH:29][CH:28]=[CH:27][CH:26]=4)[O:19][C:20]=3[C:21]([F:24])([F:23])[F:22])=[O:15])=[CH:9][CH:8]=2)[CH2:6][CH2:5][S:4][CH2:3][CH2:2]1.ClC1C=C(C=CC=1)C(OO)=[O:36]. Product: [O:36]=[S:4]1[CH2:3][CH2:2][N:1]([C:7]2[N:12]=[CH:11][C:10]([NH:13][C:14]([C:16]3[N:17]=[C:18]([C:25]4[CH:30]=[CH:29][CH:28]=[CH:27][CH:26]=4)[O:19][C:20]=3[C:21]([F:23])([F:24])[F:22])=[O:15])=[CH:9][CH:8]=2)[CH2:6][CH2:5]1. The catalyst class is: 2. (5) Reactant: [Cl:1][C:2]1[CH:7]=[C:6]([NH:8][C:9]2[CH:14]=[CH:13][CH:12]=[CH:11][C:10]=2[O:15][CH2:16][CH2:17][CH2:18]O)[CH:5]=[CH:4][C:3]=1[C:20]([C:22]1[CH:27]=[CH:26][CH:25]=[CH:24][C:23]=1[CH3:28])=[O:21].C1(C)C=CC(S(Cl)(=O)=O)=CC=1.[NH:40]1[CH2:45][CH2:44][O:43][CH2:42][CH2:41]1.O. Product: [Cl:1][C:2]1[CH:7]=[C:6]([NH:8][C:9]2[CH:14]=[CH:13][CH:12]=[CH:11][C:10]=2[O:15][CH2:16][CH2:17][CH2:18][N:40]2[CH2:45][CH2:44][O:43][CH2:42][CH2:41]2)[CH:5]=[CH:4][C:3]=1[C:20]([C:22]1[CH:27]=[CH:26][CH:25]=[CH:24][C:23]=1[CH3:28])=[O:21]. The catalyst class is: 436. (6) Reactant: [NH2:1][C:2]1[CH:7]=[CH:6][C:5]([Cl:8])=[CH:4][C:3]=1[C:9]([C:11]1[CH:16]=[CH:15][CH:14]=[CH:13][C:12]=1[Cl:17])=[O:10].[BH4-].[Na+].O. Product: [NH2:1][C:2]1[CH:7]=[CH:6][C:5]([Cl:8])=[CH:4][C:3]=1[CH:9]([C:11]1[CH:16]=[CH:15][CH:14]=[CH:13][C:12]=1[Cl:17])[OH:10]. The catalyst class is: 5. (7) Reactant: Br[C:2]1[CH:9]=[CH:8][CH:7]=[CH:6][C:3]=1[CH:4]=[O:5].[C:10]1(B(O)O)[C:19]2[C:14](=[CH:15][CH:16]=[CH:17][CH:18]=2)[CH:13]=[CH:12][CH:11]=1.O1CCCC1.C(=O)([O-])[O-].[K+].[K+]. Product: [C:18]1([C:2]2[CH:9]=[CH:8][CH:7]=[CH:6][C:3]=2[CH:4]=[O:5])[C:19]2[C:14](=[CH:13][CH:12]=[CH:11][CH:10]=2)[CH:15]=[CH:16][CH:17]=1. The catalyst class is: 103. (8) Reactant: [BH4-].[Na+].[Cl:3][C:4]1[CH:18]=[CH:17][CH:16]=[CH:15][C:5]=1[C:6]([C:8]1[CH:13]=[CH:12][CH:11]=[CH:10][C:9]=1[Cl:14])=[O:7]. Product: [Cl:3][C:4]1[CH:18]=[CH:17][CH:16]=[CH:15][C:5]=1[CH:6]([OH:7])[C:8]1[CH:13]=[CH:12][CH:11]=[CH:10][C:9]=1[Cl:14]. The catalyst class is: 8. (9) Reactant: [C:1]([C:3]1[CH:20]=[C:19]([O:21]C)[CH:18]=[CH:17][C:4]=1[O:5][CH2:6][C:7]([NH:9][C:10]1[CH:15]=[CH:14][C:13]([Cl:16])=[CH:12][N:11]=1)=[O:8])#[N:2].B(Br)(Br)Br. Product: [C:1]([C:3]1[CH:20]=[C:19]([OH:21])[CH:18]=[CH:17][C:4]=1[O:5][CH2:6][C:7]([NH:9][C:10]1[CH:15]=[CH:14][C:13]([Cl:16])=[CH:12][N:11]=1)=[O:8])#[N:2]. The catalyst class is: 4. (10) Reactant: Cl[C:2]1[C:7]([Cl:8])=[CH:6][C:5]([C:9]([F:12])([F:11])[F:10])=[CH:4][N:3]=1.O.[NH2:14][NH2:15].O. Product: [Cl:8][C:7]1[C:2]([NH:14][NH2:15])=[N:3][CH:4]=[C:5]([C:9]([F:12])([F:11])[F:10])[CH:6]=1. The catalyst class is: 8.